Dataset: Forward reaction prediction with 1.9M reactions from USPTO patents (1976-2016). Task: Predict the product of the given reaction. (1) Given the reactants FC1C=CC([C:8]2[C:9]([NH2:37])=[N:10][CH:11]=[N:12][C:13]=2[N:14]2[CH2:19][CH2:18][CH:17]([C:20]3[N:21]([CH3:36])[CH:22]=[C:23]([C:25]4[CH:30]=[CH:29][C:28]([F:31])=[C:27]([C:32]([F:35])([F:34])[F:33])[CH:26]=4)[N:24]=3)[CH2:16][CH2:15]2)=CC=1.[C:38]([C:40]1[CH:45]=[CH:44][C:43](B(O)O)=[CH:42][C:41]=1[F:49])#[N:39], predict the reaction product. The product is: [NH2:37][C:9]1[C:8]([C:43]2[CH:44]=[CH:45][C:40]([C:38]#[N:39])=[C:41]([F:49])[CH:42]=2)=[C:13]([N:14]2[CH2:19][CH2:18][CH:17]([C:20]3[N:21]([CH3:36])[CH:22]=[C:23]([C:25]4[CH:30]=[CH:29][C:28]([F:31])=[C:27]([C:32]([F:34])([F:33])[F:35])[CH:26]=4)[N:24]=3)[CH2:16][CH2:15]2)[N:12]=[CH:11][N:10]=1. (2) Given the reactants [C:1]([C:4]1[CH:5]=[C:6]([NH:17][C:18]([O:20][CH2:21][C:22]2[CH:27]=[CH:26][CH:25]=[CH:24][CH:23]=2)=[O:19])[C:7](=[O:16])[N:8]2[C:12]=1[CH2:11][CH2:10][C@H:9]2[C:13](O)=[O:14])(=[O:3])[CH3:2].[C:28]([O:32][C:33](=[O:45])[NH:34][C:35]([C:37]1[CH:42]=[CH:41][C:40]([CH2:43][NH2:44])=[CH:39][CH:38]=1)=[NH:36])([CH3:31])([CH3:30])[CH3:29].C1CN([P+](ON2N=NC3C=CC=NC2=3)(N2CCCC2)N2CCCC2)CC1.F[P-](F)(F)(F)(F)F.CCN(C(C)C)C(C)C, predict the reaction product. The product is: [CH2:21]([O:20][C:18](=[O:19])[NH:17][C:6]1[C:7](=[O:16])[N:8]2[C:12](=[C:4]([C:1](=[O:3])[CH3:2])[CH:5]=1)[CH2:11][CH2:10][C@H:9]2[C:13](=[O:14])[NH:44][CH2:43][C:40]1[CH:41]=[CH:42][C:37]([C:35]([NH:34][C:33]([O:32][C:28]([CH3:31])([CH3:30])[CH3:29])=[O:45])=[NH:36])=[CH:38][CH:39]=1)[C:22]1[CH:23]=[CH:24][CH:25]=[CH:26][CH:27]=1. (3) The product is: [Cl:1][C:2]1[CH:3]=[CH:4][C:5]([CH2:6][NH:7][C:8]([C:10]2[C:11](=[O:23])[C:12]3[S:19][C:18]([CH2:20][N:27]([CH2:28][CH2:29][OH:30])[CH3:26])=[C:17]([CH3:22])[C:13]=3[N:14]([CH3:16])[CH:15]=2)=[O:9])=[CH:24][CH:25]=1. Given the reactants [Cl:1][C:2]1[CH:25]=[CH:24][C:5]([CH2:6][NH:7][C:8]([C:10]2[C:11](=[O:23])[C:12]3[S:19][C:18]([CH2:20]Cl)=[C:17]([CH3:22])[C:13]=3[N:14]([CH3:16])[CH:15]=2)=[O:9])=[CH:4][CH:3]=1.[CH3:26][NH:27][CH2:28][CH2:29][OH:30].C(N(C(C)C)CC)(C)C, predict the reaction product. (4) Given the reactants [Br:1][C:2]1[CH:7]=[CH:6][C:5](/[C:8](=[CH:11]\[C:12]2[CH:17]=[CH:16][N:15]=[CH:14][CH:13]=2)/[C:9]#[N:10])=[CH:4][CH:3]=1, predict the reaction product. The product is: [Br:1][C:2]1[CH:7]=[CH:6][C:5]2=[C:8]([C:9]#[N:10])[CH:11]=[C:12]3[C:17]([CH:16]=[N:15][CH:14]=[CH:13]3)=[C:4]2[CH:3]=1.